This data is from Catalyst prediction with 721,799 reactions and 888 catalyst types from USPTO. The task is: Predict which catalyst facilitates the given reaction. (1) Reactant: [Cl:1][C:2]1[C:7]([CH2:8]O)=[C:6]([CH3:10])[CH:5]=[C:4]([Cl:11])[N:3]=1.P(Br)(Br)[Br:13].C([O-])(O)=O.[Na+]. Product: [Br:13][CH2:8][C:7]1[C:2]([Cl:1])=[N:3][C:4]([Cl:11])=[CH:5][C:6]=1[CH3:10]. The catalyst class is: 2. (2) The catalyst class is: 18. Reactant: [CH2:1]([O:3][C:4](=[O:16])[CH2:5][C:6]1[C:14]2[C:9](=[CH:10][C:11]([Br:15])=[CH:12][CH:13]=2)[NH:8][CH:7]=1)[CH3:2].[H-].[Na+].Br[CH2:20][C:21]1[C:25]2[CH:26]=[C:27]([Cl:30])[CH:28]=[CH:29][C:24]=2[S:23][CH:22]=1.C(O)(=O)CC(CC(O)=O)(C(O)=O)O. Product: [CH2:1]([O:3][C:4](=[O:16])[CH2:5][C:6]1[C:14]2[C:9](=[CH:10][C:11]([Br:15])=[CH:12][CH:13]=2)[N:8]([CH2:20][C:21]2[C:25]3[CH:26]=[C:27]([Cl:30])[CH:28]=[CH:29][C:24]=3[S:23][CH:22]=2)[CH:7]=1)[CH3:2]. (3) Reactant: [Cl:1][C:2]1[CH:17]=[CH:16][CH:15]=[C:14]([Cl:18])[C:3]=1[C:4]([NH:6][C@@H:7]([CH2:11][CH:12]=[CH2:13])[C:8]([OH:10])=[O:9])=[O:5].S(Cl)(Cl)=O.O.[C:24](=O)([O-])O.[Na+]. Product: [CH3:24][O:9][C:8](=[O:10])[C@@H:7]([NH:6][C:4](=[O:5])[C:3]1[C:2]([Cl:1])=[CH:17][CH:16]=[CH:15][C:14]=1[Cl:18])[CH2:11][CH:12]=[CH2:13]. The catalyst class is: 5. (4) Reactant: [C:1]([O:5][C:6]([N:8]1[CH2:16][C:15]2[C:10](=[CH:11][CH:12]=[C:13]([C:17]([OH:19])=O)[CH:14]=2)[C@@H:9]1[CH2:20][CH3:21])=[O:7])([CH3:4])([CH3:3])[CH3:2].Cl.[CH2:23]([S:25]([C:28]1[CH:29]=[CH:30][C:31]([CH2:34][NH2:35])=[N:32][CH:33]=1)(=[O:27])=[O:26])[CH3:24].CN(C(ON1N=NC2C=CC=NC1=2)=[N+](C)C)C.F[P-](F)(F)(F)(F)F.CCN(C(C)C)C(C)C. Product: [CH2:20]([C@H:9]1[C:10]2[C:15](=[CH:14][C:13]([C:17](=[O:19])[NH:35][CH2:34][C:31]3[CH:30]=[CH:29][C:28]([S:25]([CH2:23][CH3:24])(=[O:27])=[O:26])=[CH:33][N:32]=3)=[CH:12][CH:11]=2)[CH2:16][N:8]1[C:6]([O:5][C:1]([CH3:4])([CH3:2])[CH3:3])=[O:7])[CH3:21]. The catalyst class is: 39. (5) Reactant: [C:1]([CH2:4]C(CC(C)C)CC(O)=O)(=O)[NH2:2].[OH-].[Na+].BrBr.[C:18](O)(=O)[C:19]([OH:21])=[O:20].[CH2:24](O)[CH:25]([CH3:27])[CH3:26]. Product: [CH3:26][CH:25]([CH2:24][C@H:4]([CH2:1][NH2:2])[CH2:18][C:19]([OH:21])=[O:20])[CH3:27]. The catalyst class is: 6. (6) Reactant: Br[C:2]1[C:10]2[C:5](=[N:6][C:7]([O:12][CH2:13][C:14]3[CH:19]=[CH:18][CH:17]=[CH:16][N:15]=3)=[C:8]([F:11])[CH:9]=2)[N:4]([CH3:20])[CH:3]=1.[CH2:21]([O:23][C:24]([N:26]1[CH2:31][CH2:30][NH:29][C:28](=[O:32])[CH2:27]1)=[O:25])[CH3:22].CNCCNC.P([O-])([O-])([O-])=O.[K+].[K+].[K+]. Product: [F:11][C:8]1[CH:9]=[C:10]2[C:2]([N:29]3[CH2:30][CH2:31][N:26]([C:24]([O:23][CH2:21][CH3:22])=[O:25])[CH2:27][C:28]3=[O:32])=[CH:3][N:4]([CH3:20])[C:5]2=[N:6][C:7]=1[O:12][CH2:13][C:14]1[CH:19]=[CH:18][CH:17]=[CH:16][N:15]=1. The catalyst class is: 321. (7) Reactant: [N-:1]=[N+:2]=[N-:3].[Na+].Br[CH2:6]/[CH:7]=[CH:8]/[C:9]([O:11][CH3:12])=[O:10]. Product: [N:1]([CH2:6]/[CH:7]=[CH:8]/[C:9]([O:11][CH3:12])=[O:10])=[N+:2]=[N-:3]. The catalyst class is: 3. (8) Reactant: [NH2:1][C:2]([C:4]1[CH:5]=[N:6][C:7]2[C:12]([C:13]=1[NH:14][C:15]1[CH:16]=[C:17]([CH:23]=[CH:24][CH:25]=1)[C:18]([O:20]CC)=[O:19])=[CH:11][CH:10]=[C:9]([C:26]1[C:27]([O:34][CH3:35])=[N:28][C:29]([O:32][CH3:33])=[N:30][CH:31]=1)[CH:8]=2)=[O:3].[OH-].[Na+]. Product: [NH2:1][C:2]([C:4]1[CH:5]=[N:6][C:7]2[C:12]([C:13]=1[NH:14][C:15]1[CH:16]=[C:17]([CH:23]=[CH:24][CH:25]=1)[C:18]([OH:20])=[O:19])=[CH:11][CH:10]=[C:9]([C:26]1[C:27]([O:34][CH3:35])=[N:28][C:29]([O:32][CH3:33])=[N:30][CH:31]=1)[CH:8]=2)=[O:3]. The catalyst class is: 8.